From a dataset of Full USPTO retrosynthesis dataset with 1.9M reactions from patents (1976-2016). Predict the reactants needed to synthesize the given product. (1) Given the product [CH3:17][C@@H:13]1[CH2:14][CH2:15][CH2:16][N:12]1[CH2:11][CH2:10][C:8]1[O:9][C:5]2[CH:4]=[CH:3][C:2]([C:49]3[CH:50]=[CH:51][C:46]([CH2:45][OH:44])=[CH:47][CH:48]=3)=[CH:18][C:6]=2[CH:7]=1, predict the reactants needed to synthesize it. The reactants are: Br[C:2]1[CH:3]=[CH:4][C:5]2[O:9][C:8]([CH2:10][CH2:11][N:12]3[CH2:16][CH2:15][CH2:14][C@H:13]3[CH3:17])=[CH:7][C:6]=2[CH:18]=1.C1(P(C2CCCCC2)C2CCCCC2)C(C2C=CC=CC=2)=CC=CC=1.[OH:44][CH2:45][C:46]1[CH:51]=[CH:50][C:49](B(O)O)=[CH:48][CH:47]=1.C([O-])([O-])=O.[Na+].[Na+]. (2) Given the product [C:1]([C:5]1[CH:6]=[C:7]([NH:11][C:12]([C:13]2[CH:18]=[CH:17][C:16]([N:19]3[CH2:20][CH2:21][N:22]([C:28]4[CH:36]=[CH:35][C:31]([C:32]([OH:34])=[O:33])=[CH:30][CH:29]=4)[CH2:23][CH2:24]3)=[C:15]([Cl:25])[CH:14]=2)=[O:26])[CH:8]=[CH:9][CH:10]=1)([CH3:4])([CH3:2])[CH3:3], predict the reactants needed to synthesize it. The reactants are: [C:1]([C:5]1[CH:6]=[C:7]([NH:11][C:12](=[O:26])[C:13]2[CH:18]=[CH:17][C:16]([N:19]3[CH2:24][CH2:23][NH:22][CH2:21][CH2:20]3)=[C:15]([Cl:25])[CH:14]=2)[CH:8]=[CH:9][CH:10]=1)([CH3:4])([CH3:3])[CH3:2].Br[C:28]1[CH:36]=[CH:35][C:31]([C:32]([OH:34])=[O:33])=[CH:30][CH:29]=1.C(C1C=C(NC(C2C=CC(N3CCN(C4C=CC(C(O)=O)=CC=4)CC3)=C(F)C=2)=O)C=CC=1)(C)(C)C.